From a dataset of Catalyst prediction with 721,799 reactions and 888 catalyst types from USPTO. Predict which catalyst facilitates the given reaction. (1) Reactant: [CH3:1][O:2][C:3]1[CH:32]=[C:31]([O:33][CH3:34])[CH:30]=[CH:29][C:4]=1[CH2:5][N:6]1[C:10]([C:11]2[C:19]3[C:14](=[N:15][CH:16]=[CH:17][CH:18]=3)[N:13]([CH2:20][C:21]3[CH:26]=[CH:25][CH:24]=[CH:23][C:22]=3[F:27])[N:12]=2)=[N:9][NH:8][C:7]1=[O:28].[H-].[Na+].I[CH2:38][CH2:39][CH3:40]. Product: [CH3:1][O:2][C:3]1[CH:32]=[C:31]([O:33][CH3:34])[CH:30]=[CH:29][C:4]=1[CH2:5][N:6]1[C:10]([C:11]2[C:19]3[C:14](=[N:15][CH:16]=[CH:17][CH:18]=3)[N:13]([CH2:20][C:21]3[CH:26]=[CH:25][CH:24]=[CH:23][C:22]=3[F:27])[N:12]=2)=[N:9][N:8]([CH2:38][CH2:39][CH3:40])[C:7]1=[O:28]. The catalyst class is: 18. (2) Reactant: [NH2:1][C:2]1[CH:7]=[C:6]([OH:8])[N:5]=[C:4]([S:9][CH3:10])[N:3]=1.[OH-].[Na+].[N:13]([O-])=[O:14].[Na+].C(O)(=O)C. Product: [NH2:1][C:2]1[C:7]([N:13]=[O:14])=[C:6]([OH:8])[N:5]=[C:4]([S:9][CH3:10])[N:3]=1. The catalyst class is: 6. (3) Reactant: C([O:8][CH:9]1[CH2:12][C:11](=[CH:13][C:14]([O:16][CH2:17][CH3:18])=[O:15])[CH2:10]1)C1C=CC=CC=1. Product: [OH:8][CH:9]1[CH2:12][CH:11]([CH2:13][C:14]([O:16][CH2:17][CH3:18])=[O:15])[CH2:10]1. The catalyst class is: 105. (4) Product: [F:1][C:2]1[CH:7]=[CH:6][C:5]([NH:8][C:9]2[N:14]3[N:15]=[CH:16][C:17]([S:18]([NH:21][C:37](=[O:39])[CH3:38])(=[O:20])=[O:19])=[C:13]3[N:12]=[CH:11][C:10]=2[C:22]([N:24]2[CH2:29][CH2:28][CH:27]([C:30]3[CH:31]=[CH:32][CH:33]=[CH:34][CH:35]=3)[CH2:26][CH2:25]2)=[O:23])=[C:4]([CH3:36])[CH:3]=1. The catalyst class is: 537. Reactant: [F:1][C:2]1[CH:7]=[CH:6][C:5]([NH:8][C:9]2[N:14]3[N:15]=[CH:16][C:17]([S:18]([NH2:21])(=[O:20])=[O:19])=[C:13]3[N:12]=[CH:11][C:10]=2[C:22]([N:24]2[CH2:29][CH2:28][CH:27]([C:30]3[CH:35]=[CH:34][CH:33]=[CH:32][CH:31]=3)[CH2:26][CH2:25]2)=[O:23])=[C:4]([CH3:36])[CH:3]=1.[C:37](Cl)(=[O:39])[CH3:38].Cl.